From a dataset of Reaction yield outcomes from USPTO patents with 853,638 reactions. Predict the reaction yield, written as a fraction of the theoretical maximum amount of product (1.0 means a 100% yield; for example, 0.34 means a 34% yield). (1) The reactants are C(OC([NH:8][C@H:9]([C:14](O)=[O:15])[CH2:10][CH:11]([CH3:13])[CH3:12])=O)(C)(C)C.[F:17][C:18]([F:31])([F:30])[C:19]1[CH:20]=[C:21]([CH:23]=[C:24]([C:26]([F:29])([F:28])[F:27])[CH:25]=1)[NH2:22]. No catalyst specified. The product is [NH2:8][C@@H:9]([CH2:10][CH:11]([CH3:13])[CH3:12])[C:14]([NH:22][C:21]1[CH:20]=[C:19]([C:18]([F:30])([F:31])[F:17])[CH:25]=[C:24]([C:26]([F:27])([F:28])[F:29])[CH:23]=1)=[O:15]. The yield is 0.252. (2) The reactants are [H-].[Na+].[Br:3][C:4]1[CH:17]=[N:16][C:7]2[NH:8][C:9]3[CH:14]=[N:13][CH:12]=[C:11]([OH:15])[C:10]=3[C:6]=2[CH:5]=1.Cl[C:19]([O:21][CH2:22][C:23]1[CH:28]=[CH:27][CH:26]=[CH:25][CH:24]=1)=[O:20]. The catalyst is CN(C=O)C. The product is [CH2:22]([O:21][C:19]([N:8]1[C:9]2[CH:14]=[N:13][CH:12]=[C:11]([OH:15])[C:10]=2[C:6]2[CH:5]=[C:4]([Br:3])[CH:17]=[N:16][C:7]1=2)=[O:20])[C:23]1[CH:28]=[CH:27][CH:26]=[CH:25][CH:24]=1. The yield is 0.170.